From a dataset of Forward reaction prediction with 1.9M reactions from USPTO patents (1976-2016). Predict the product of the given reaction. (1) The product is: [OH:8][C:9]1[CH:14]=[CH:13][N:12]([CH3:15])[C:11](=[O:16])[CH:10]=1. Given the reactants C([O:8][C:9]1[CH:14]=[CH:13][N:12]([CH3:15])[C:11](=[O:16])[CH:10]=1)C1C=CC=CC=1.C([O-])=O.[NH4+], predict the reaction product. (2) Given the reactants [Br:1][C:2]1[CH:3]=[CH:4][C:5]([N:8]2[CH2:12][CH2:11][CH:10]([N:13](C)[CH3:14])[CH2:9]2)=[N:6][CH:7]=1.CS(OC1CCN(C2C=CC(Br)=CN=2)C1)(=O)=O.CN.CCN(C(C)C)C(C)C, predict the reaction product. The product is: [Br:1][C:2]1[CH:3]=[CH:4][C:5]([N:8]2[CH2:12][CH2:11][CH:10]([NH:13][CH3:14])[CH2:9]2)=[N:6][CH:7]=1. (3) Given the reactants [CH3:1][S:2]([C:5]([C:8]1[CH:9]=[C:10]2[C:15](=[C:16]([C:18]3[CH:19]=[C:20]([CH:24]=[CH:25][CH:26]=3)[C:21]([OH:23])=O)[CH:17]=1)[N:14]=[CH:13][CH:12]=[CH:11]2)([CH3:7])[CH3:6])(=[O:4])=[O:3].C1N=CN(C(N2C=NC=C2)=O)C=1.O[NH:40][C:41](=[NH:43])[CH3:42], predict the reaction product. The product is: [CH3:1][S:2]([C:5]([C:8]1[CH:9]=[C:10]2[C:15](=[C:16]([C:18]3[CH:26]=[CH:25][CH:24]=[C:20]([C:21]4[O:23][N:43]=[C:41]([CH3:42])[N:40]=4)[CH:19]=3)[CH:17]=1)[N:14]=[CH:13][CH:12]=[CH:11]2)([CH3:6])[CH3:7])(=[O:4])=[O:3].